Dataset: Forward reaction prediction with 1.9M reactions from USPTO patents (1976-2016). Task: Predict the product of the given reaction. (1) The product is: [CH3:1][C:2]1[CH:7]=[CH:6][C:5]([O:8][Si:9]([CH:13]([CH3:15])[CH3:14])([CH:16]([CH3:18])[CH3:17])[CH:10]([CH3:12])[CH3:11])=[CH:4][C:3]=1[NH:19][C:20](=[O:24])[CH:21]([CH3:23])[CH3:22]. Given the reactants [CH3:1][C:2]1[CH:7]=[CH:6][C:5]([O:8][Si:9]([CH:16]([CH3:18])[CH3:17])([CH:13]([CH3:15])[CH3:14])[CH:10]([CH3:12])[CH3:11])=[CH:4][C:3]=1[NH2:19].[C:20](Cl)(=[O:24])[CH:21]([CH3:23])[CH3:22], predict the reaction product. (2) Given the reactants [O:1]([C:8]1[CH2:13][CH2:12][CH:11]([C:14](=O)[CH:15]=[CH:16][C:17]2[CH:22]=[CH:21][CH:20]=[CH:19][CH:18]=2)[C:10](=O)[CH:9]=1)[C:2]1[CH:7]=[CH:6][CH:5]=[CH:4][CH:3]=1.O.[NH2:26][NH2:27].C([O-])(O)=O.[Na+], predict the reaction product. The product is: [O:1]([C:8]1[CH2:13][CH2:12][C:11]2[C:14]([CH:15]=[CH:16][C:17]3[CH:22]=[CH:21][CH:20]=[CH:19][CH:18]=3)=[N:26][NH:27][C:10]=2[CH:9]=1)[C:2]1[CH:7]=[CH:6][CH:5]=[CH:4][CH:3]=1. (3) Given the reactants [Cl:1][C:2]1[C:10]2[C:5](=[N:6][C:7]([O:12][CH2:13][C:14]([OH:16])=O)=[CH:8][C:9]=2[CH3:11])[N:4]([CH3:17])[N:3]=1.CN(C(ON1N=N[C:28]2[CH:29]=[CH:30][CH:31]=N[C:27]1=2)=[N+](C)C)C.F[P-](F)(F)(F)(F)F.CC[N:44]([CH:48]([CH3:50])[CH3:49])C(C)C.O.[CH3:52]N(C=O)C, predict the reaction product. The product is: [Cl:1][C:2]1[C:10]2[C:5](=[N:6][C:7]([O:12][CH2:13][C:14]([NH:44][C@H:48]([C:49]3[CH:27]=[CH:28][CH:29]=[CH:30][C:31]=3[CH3:52])[CH3:50])=[O:16])=[CH:8][C:9]=2[CH3:11])[N:4]([CH3:17])[N:3]=1. (4) Given the reactants S(=O)(=O)(O)O.[NH2:6][C:7]1[CH:8]=[C:9]([OH:16])[C:10](=[CH:14][CH:15]=1)[C:11]([OH:13])=[O:12].[CH3:17]O, predict the reaction product. The product is: [NH2:6][C:7]1[CH:15]=[CH:14][C:10]([C:11]([O:13][CH3:17])=[O:12])=[C:9]([OH:16])[CH:8]=1. (5) Given the reactants [N+:1]([C:4]1[O:8][C:7]([C:9]([O:11][CH3:12])=[O:10])=[CH:6][CH:5]=1)([O-:3])=[O:2].[Li+].[Cl-].Br[CH:16]1[CH2:21][CH2:20][CH2:19][CH:18]=[CH:17]1.C([Cu])#N, predict the reaction product. The product is: [CH:21]1([C:6]2[CH:5]=[C:4]([N+:1]([O-:3])=[O:2])[O:8][C:7]=2[C:9]([O:11][CH3:12])=[O:10])[CH2:20][CH2:19][CH2:18][CH:17]=[CH:16]1. (6) Given the reactants [N:1]1([C:12]([O:14][C:15]([CH3:18])([CH3:17])[CH3:16])=[O:13])[CH2:6][CH2:5][CH:4]([C:7]([O:9][CH2:10][CH3:11])=[O:8])[CH2:3][CH2:2]1.[Li+].CC([N-]C(C)C)C.Br[CH2:28][CH2:29][N:30]([CH3:32])[CH3:31], predict the reaction product. The product is: [CH3:31][N:30]([CH3:32])[CH2:29][CH2:28][C:4]1([C:7]([O:9][CH2:10][CH3:11])=[O:8])[CH2:3][CH2:2][N:1]([C:12]([O:14][C:15]([CH3:17])([CH3:16])[CH3:18])=[O:13])[CH2:6][CH2:5]1. (7) Given the reactants [OH:1][C@H:2]1[CH2:26][C@@H:25]2[C@:12]([CH3:28])([CH2:13][CH2:14][C@H:15]3[C@H:24]2[CH2:23][CH:22]=[C:21]2[C@:16]3([CH3:27])[CH2:17][CH2:18][CH2:19][CH2:20]2)[C@H:3]1[C@H:4]([CH3:11])[CH2:5][CH2:6][CH2:7][CH:8]([CH3:10])[CH3:9].O.O.O.C([O-])(=O)C.[Na+].CO, predict the reaction product. The product is: [CH3:10][CH:8]([CH2:7][CH2:6][CH2:5][C@H:4]([C@@H:3]1[C@:12]2([CH3:28])[C@H:25]([C@H:24]3[C@H:15]([CH2:14][CH2:13]2)[C@:16]2([CH3:27])[C:21]([CH2:20][CH2:19][CH2:18][CH2:17]2)=[CH:22][CH2:23]3)[CH2:26][C:2]1=[O:1])[CH3:11])[CH3:9].